From a dataset of Forward reaction prediction with 1.9M reactions from USPTO patents (1976-2016). Predict the product of the given reaction. (1) Given the reactants Cl[CH2:2][CH2:3][NH:4][C:5]([NH:7][CH2:8][CH2:9][CH2:10][O:11][CH3:12])=[O:6].[H-].[Na+].[NH4+].[Cl-], predict the reaction product. The product is: [CH3:12][O:11][CH2:10][CH2:9][CH2:8][N:7]1[CH2:2][CH2:3][NH:4][C:5]1=[O:6]. (2) Given the reactants [CH3:1][O:2][C:3](=[O:40])[N:4]([CH2:27][C:28]1[CH:33]=[C:32]([C:34]([F:37])([F:36])[F:35])[CH:31]=[C:30]([CH:38]=[O:39])[CH:29]=1)[CH2:5][C:6]1[CH:11]=[C:10]([C:12]([F:15])([F:14])[F:13])[CH:9]=[CH:8][C:7]=1[C:16]1[CH:21]=[C:20]([CH:22]([CH3:24])[CH3:23])[CH:19]=[CH:18][C:17]=1[O:25][CH3:26].CC(=CC)C.[O-:46]Cl=O.[Na+].Cl, predict the reaction product. The product is: [CH:22]([C:20]1[CH:19]=[CH:18][C:17]([O:25][CH3:26])=[C:16]([C:7]2[CH:8]=[CH:9][C:10]([C:12]([F:15])([F:14])[F:13])=[CH:11][C:6]=2[CH2:5][N:4]([CH2:27][C:28]2[CH:29]=[C:30]([CH:31]=[C:32]([C:34]([F:37])([F:36])[F:35])[CH:33]=2)[C:38]([OH:46])=[O:39])[C:3]([O:2][CH3:1])=[O:40])[CH:21]=1)([CH3:24])[CH3:23]. (3) Given the reactants C(OC([N:8]([CH2:30][C@@H:31]([C:40]1[CH:45]=[CH:44][CH:43]=[C:42]([N:46](C(OC(C)(C)C)=O)[S:47]([CH3:50])(=[O:49])=[O:48])[CH:41]=1)[O:32][Si](CC)(CC)CC)[CH2:9][CH2:10][O:11][C:12]1[CH:20]=[C:19]2[C:15]([C:16]([CH2:28][CH3:29])=[N:17][N:18]2C(OC(C)(C)C)=O)=[CH:14][CH:13]=1)=O)(C)(C)C.C(OCC)(=O)C.[ClH:64], predict the reaction product. The product is: [OH:32][C@H:31]([C:40]1[CH:41]=[C:42]([NH:46][S:47]([CH3:50])(=[O:48])=[O:49])[CH:43]=[CH:44][CH:45]=1)[CH2:30][NH:8][CH2:9][CH2:10][O:11][C:12]1[CH:20]=[C:19]2[C:15]([C:16]([CH2:28][CH3:29])=[N:17][NH:18]2)=[CH:14][CH:13]=1.[ClH:64].